From a dataset of Full USPTO retrosynthesis dataset with 1.9M reactions from patents (1976-2016). Predict the reactants needed to synthesize the given product. (1) Given the product [NH2:29][C:26]1[CH:27]=[CH:28][C:23]([C:22]([NH:21][C:19]2[CH:20]=[C:15]([C:14]3[C:9]([O:8][CH2:1][C:2]4[CH:7]=[CH:6][CH:5]=[CH:4][CH:3]=4)=[N:10][CH:11]=[CH:12][CH:13]=3)[CH:16]=[C:17]([C:36]([CH3:38])([CH3:39])[CH3:37])[C:18]=2[O:34][CH3:35])=[O:33])=[CH:24][C:25]=1[F:32], predict the reactants needed to synthesize it. The reactants are: [CH2:1]([O:8][C:9]1[C:14]([C:15]2[CH:16]=[C:17]([C:36]([CH3:39])([CH3:38])[CH3:37])[C:18]([O:34][CH3:35])=[C:19]([NH:21][C:22](=[O:33])[C:23]3[CH:28]=[CH:27][C:26]([N+:29]([O-])=O)=[C:25]([F:32])[CH:24]=3)[CH:20]=2)=[CH:13][CH:12]=[CH:11][N:10]=1)[C:2]1[CH:7]=[CH:6][CH:5]=[CH:4][CH:3]=1.[NH4+].[Cl-]. (2) Given the product [Cl:1][C:2]1[CH:3]=[CH:4][C:5]([O:25][CH2:26][C:27]2[CH:28]=[CH:29][C:30]([F:33])=[CH:31][CH:32]=2)=[C:6]([C:8]2[CH2:13][CH2:12][CH2:11][CH2:10][C:9]=2[C:14]2[N:19]=[C:18]([C:20]([OH:22])=[O:21])[CH:17]=[CH:16][CH:15]=2)[CH:7]=1, predict the reactants needed to synthesize it. The reactants are: [Cl:1][C:2]1[CH:3]=[CH:4][C:5]([O:25][CH2:26][C:27]2[CH:32]=[CH:31][C:30]([F:33])=[CH:29][CH:28]=2)=[C:6]([C:8]2[CH2:13][CH2:12][CH2:11][CH2:10][C:9]=2[C:14]2[N:19]=[C:18]([C:20]([O:22]CC)=[O:21])[CH:17]=[CH:16][CH:15]=2)[CH:7]=1.[OH-].[Na+].C(O)(=O)C. (3) Given the product [OH:1][C:2]1[CH:3]=[C:4]([C:5]2[C:14]3[NH:10][C:11]([C:5]([C:4]4[CH:7]=[CH:8][CH:9]=[C:2]([OH:1])[CH:3]=4)=[C:11]4[N:10]=[C:14]([C:5]([C:4]5[CH:7]=[CH:8][CH:9]=[C:2]([OH:1])[CH:3]=5)=[C:11]5[NH:10][C:14](=[C:5]([C:4]6[CH:7]=[CH:8][CH:9]=[C:2]([OH:1])[CH:3]=6)[C:11]6[CH:12]=[CH:13][C:14]=2[N:10]=6)[CH:13]=[CH:12]5)[CH:13]=[CH:12]4)=[CH:12][CH:13]=3)[CH:7]=[CH:8][CH:9]=1, predict the reactants needed to synthesize it. The reactants are: [OH:1][C:2]1[CH:3]=[C:4]([CH:7]=[CH:8][CH:9]=1)[CH:5]=O.[NH:10]1[CH:14]=[CH:13][CH:12]=[CH:11]1. (4) Given the product [CH3:1][O:2][C:3](=[O:13])[C:4]1[CH:9]=[C:8]([F:10])[CH:7]=[C:6]([CH2:11][NH:12][C:19]([O:18][C:14]([CH3:17])([CH3:16])[CH3:15])=[O:20])[CH:5]=1, predict the reactants needed to synthesize it. The reactants are: [CH3:1][O:2][C:3](=[O:13])[C:4]1[CH:9]=[C:8]([F:10])[CH:7]=[C:6]([C:11]#[N:12])[CH:5]=1.[C:14]([O:18][C:19](O[C:19]([O:18][C:14]([CH3:17])([CH3:16])[CH3:15])=[O:20])=[O:20])([CH3:17])([CH3:16])[CH3:15].[H][H]. (5) Given the product [ClH:15].[NH2:1][CH2:4][C:5]([C:7]1[CH:12]=[CH:11][CH:10]=[C:9]([O:13][CH3:14])[CH:8]=1)=[O:6], predict the reactants needed to synthesize it. The reactants are: [N:1]([CH2:4][C:5]([C:7]1[CH:12]=[CH:11][CH:10]=[C:9]([O:13][CH3:14])[CH:8]=1)=[O:6])=[N+]=[N-].[ClH:15]. (6) Given the product [C:15]([NH:1][C:2]1[CH:3]=[N:4][CH:5]=[CH:6][C:7]=1[CH3:8])(=[O:17])[CH3:16], predict the reactants needed to synthesize it. The reactants are: [NH2:1][C:2]1[CH:3]=[N:4][CH:5]=[CH:6][C:7]=1[CH3:8].N1C=CC=CC=1.[C:15](OC(=O)C)(=[O:17])[CH3:16].